This data is from Catalyst prediction with 721,799 reactions and 888 catalyst types from USPTO. The task is: Predict which catalyst facilitates the given reaction. (1) Reactant: [Si]([O:8][CH2:9][C:10]1[CH:15]=[CH:14][N:13]=[C:12]([NH:16][CH3:17])[N:11]=1)(C(C)(C)C)(C)C.O.O.O.[F-].C([N+](CCCC)(CCCC)CCCC)CCC. Product: [OH:8][CH2:9][C:10]1[CH:15]=[CH:14][N:13]=[C:12]([NH:16][CH3:17])[N:11]=1. The catalyst class is: 7. (2) Reactant: [O:1]1[CH2:6][CH2:5][C:4](=[O:7])[CH2:3][CH2:2]1.[CH:8]([Mg]Br)=[CH2:9]. Product: [CH:8]([C:4]1([OH:7])[CH2:5][CH2:6][O:1][CH2:2][CH2:3]1)=[CH2:9]. The catalyst class is: 27. (3) Reactant: C(OC(=O)[NH:7][C:8]1([C:12]2[CH:17]=[CH:16][C:15]([C:18]3[C:19]([C:28]4[CH:33]=[CH:32][CH:31]=[CH:30][CH:29]=4)=[CH:20][C:21]4[N:22]([CH:24]=[C:25]([CH3:27])[N:26]=4)[N:23]=3)=[CH:14][CH:13]=2)[CH2:11][CH2:10][CH2:9]1)(C)(C)C.[ClH:35]. Product: [ClH:35].[CH3:27][C:25]1[N:26]=[C:21]2[CH:20]=[C:19]([C:28]3[CH:29]=[CH:30][CH:31]=[CH:32][CH:33]=3)[C:18]([C:15]3[CH:16]=[CH:17][C:12]([C:8]4([NH2:7])[CH2:11][CH2:10][CH2:9]4)=[CH:13][CH:14]=3)=[N:23][N:22]2[CH:24]=1. The catalyst class is: 12. (4) Reactant: [CH:1]1([CH:4]([OH:16])[CH2:5][CH2:6][C:7]2[CH:12]=[CH:11][CH:10]=[CH:9][C:8]=2[N+:13]([O-:15])=[O:14])[CH2:3][CH2:2]1.C(N(CC)CC)C.[CH3:24][S:25](Cl)(=[O:27])=[O:26]. Product: [CH3:24][S:25]([O:16][CH:4]([CH:1]1[CH2:3][CH2:2]1)[CH2:5][CH2:6][C:7]1[CH:12]=[CH:11][CH:10]=[CH:9][C:8]=1[N+:13]([O-:15])=[O:14])(=[O:27])=[O:26]. The catalyst class is: 4. (5) Reactant: [C:1]1([CH3:9])[CH:6]=[CH:5][CH:4]=[CH:3][C:2]=1[Mg]Cl.[Cl:10][C:11]1[CH:23]=[CH:22][C:14]([C:15]([N:17]([CH2:20][CH3:21])[CH2:18][CH3:19])=[O:16])=[CH:13][N:12]=1.CO.ClC1C(=O)C(C#N)=C(C#N)C(=O)C=1Cl. Product: [Cl:10][C:11]1[CH:23]=[C:22]([C:2]2[CH:3]=[CH:4][CH:5]=[CH:6][C:1]=2[CH3:9])[C:14]([C:15]([N:17]([CH2:18][CH3:19])[CH2:20][CH3:21])=[O:16])=[CH:13][N:12]=1. The catalyst class is: 1. (6) Reactant: Br[C:2]1[CH:7]=[CH:6][C:5]([Cl:8])=[CH:4][C:3]=1[CH2:9][C:10]([OH:12])=[O:11].[C:13]([NH:16][NH2:17])(=[O:15])[CH3:14].CCN(CC)CC.C(P1(=O)OP(CCC)(=O)OP([CH2:39][CH2:40][CH3:41])(=O)O1)CC. Product: [Cl:8][C:5]1[CH:6]=[CH:7][C:2](/[CH:3]=[CH:9]/[C:10]([OH:12])=[O:11])=[C:39]([CH2:40][C:41]2[O:15][C:13]([CH3:14])=[N:16][N:17]=2)[CH:4]=1. The catalyst class is: 161. (7) Reactant: C([O-])=O.[NH4+].C([N:12]1[CH2:16][CH2:15][C@:14]2([C:24]3[C:19](=[CH:20][CH:21]=[CH:22][C:23]=3[CH2:25][NH:26][CH:27]([CH3:29])[CH3:28])[N:18]([C:30]3[C:31]4[C@H:38]([CH3:39])[CH2:37][C@@H:36]([OH:40])[C:32]=4[N:33]=[CH:34][N:35]=3)[CH2:17]2)[CH2:13]1)C1C=CC=CC=1. The catalyst class is: 19. Product: [CH:27]([NH:26][CH2:25][C:23]1[CH:22]=[CH:21][CH:20]=[C:19]2[N:18]([C:30]3[C:31]4[C@H:38]([CH3:39])[CH2:37][C@@H:36]([OH:40])[C:32]=4[N:33]=[CH:34][N:35]=3)[CH2:17][C@@:14]3([CH2:15][CH2:16][NH:12][CH2:13]3)[C:24]=12)([CH3:29])[CH3:28]. (8) Reactant: Cl.[Br:2][C:3]1[CH:11]=[CH:10][CH:9]=[C:8]2[C:4]=1[CH2:5][CH2:6][C@@H:7]2[NH2:12].C(N(CC)CC)C.[C:20](O[C:20]([O:22][C:23]([CH3:26])([CH3:25])[CH3:24])=[O:21])([O:22][C:23]([CH3:26])([CH3:25])[CH3:24])=[O:21]. Product: [Br:2][C:3]1[CH:11]=[CH:10][CH:9]=[C:8]2[C:4]=1[CH2:5][CH2:6][C@@H:7]2[NH:12][C:20](=[O:21])[O:22][C:23]([CH3:26])([CH3:25])[CH3:24]. The catalyst class is: 2. (9) Reactant: Cl[CH:2]([C:14]1[CH:19]=[CH:18][CH:17]=[CH:16][CH:15]=1)[C:3]([C:5]1[C:13]2[C:8](=[CH:9][CH:10]=[CH:11][CH:12]=2)[NH:7][CH:6]=1)=[O:4].[NH2:20][C:21]1[CH:22]=[C:23]([O:29][CH3:30])[C:24]([O:27][CH3:28])=[CH:25][CH:26]=1.C(N(CC)CC)C. Product: [CH3:30][O:29][C:23]1[CH:22]=[C:21]([NH:20][CH:2]([C:14]2[CH:19]=[CH:18][CH:17]=[CH:16][CH:15]=2)[C:3]([C:5]2[C:13]3[C:8](=[CH:9][CH:10]=[CH:11][CH:12]=3)[NH:7][CH:6]=2)=[O:4])[CH:26]=[CH:25][C:24]=1[O:27][CH3:28]. The catalyst class is: 3.